Dataset: Full USPTO retrosynthesis dataset with 1.9M reactions from patents (1976-2016). Task: Predict the reactants needed to synthesize the given product. (1) Given the product [ClH:1].[ClH:1].[NH2:8][CH2:9][CH2:10][N:11]1[CH2:12][CH2:13][N:14]([C:17]([C:19]2[C:20]3[N:27]([CH2:28][CH3:29])[C:26]([C:30]4[C:34]([NH2:35])=[N:33][O:32][N:31]=4)=[N:25][C:21]=3[CH:22]=[N:23][CH:24]=2)=[O:18])[CH2:15][CH2:16]1, predict the reactants needed to synthesize it. The reactants are: [ClH:1].C(OC(=O)[NH:8][CH2:9][CH2:10][N:11]1[CH2:16][CH2:15][N:14]([C:17]([C:19]2[C:20]3[N:27]([CH2:28][CH3:29])[C:26]([C:30]4[C:34]([NH2:35])=[N:33][O:32][N:31]=4)=[N:25][C:21]=3[CH:22]=[N:23][CH:24]=2)=[O:18])[CH2:13][CH2:12]1)(C)(C)C. (2) The reactants are: C([O:8][C:9](=[O:37])[C@@H:10]([NH:20][C:21](=[O:36])[C@@H:22]([NH:24][C:25]([CH:27]1[CH2:35][C:34]2[C:29](=[CH:30][CH:31]=[CH:32][CH:33]=2)[CH2:28]1)=[O:26])[CH3:23])[CH2:11][C:12]1[CH:17]=[CH:16][C:15]([O:18][CH3:19])=[CH:14][CH:13]=1)C1C=CC=CC=1. Given the product [CH2:28]1[C:29]2[C:34](=[CH:33][CH:32]=[CH:31][CH:30]=2)[CH2:35][CH:27]1[C:25]([NH:24][C@@H:22]([CH3:23])[C:21]([NH:20][C@@H:10]([CH2:11][C:12]1[CH:17]=[CH:16][C:15]([O:18][CH3:19])=[CH:14][CH:13]=1)[C:9]([OH:37])=[O:8])=[O:36])=[O:26], predict the reactants needed to synthesize it. (3) Given the product [F:23][CH2:5][CH:4]([NH:3][O:2][CH3:1])[CH2:7][C:8]1[C:13]([Cl:14])=[CH:12][C:11]([Cl:15])=[CH:10][C:9]=1[Cl:16], predict the reactants needed to synthesize it. The reactants are: [CH3:1][O:2][NH:3][CH:4]([CH2:7][C:8]1[C:13]([Cl:14])=[CH:12][C:11]([Cl:15])=[CH:10][C:9]=1[Cl:16])[CH2:5]O.C(N(S(F)(F)[F:23])CC)C. (4) Given the product [ClH:29].[CH3:1][C:2]1[C:28]2[C:6](=[N:7][N:8]3[C:13]([CH:14]4[CH2:15][CH2:16][NH:17][CH2:18][CH2:19]4)=[CH:12][C:11](=[O:27])[NH:10][C:9]3=2)[N:5]=[CH:4][CH:3]=1, predict the reactants needed to synthesize it. The reactants are: [CH3:1][C:2]1[C:28]2[C:6](=[N:7][N:8]3[C:13]([CH:14]4[CH2:19][CH2:18][N:17](C(OC(C)(C)C)=O)[CH2:16][CH2:15]4)=[CH:12][C:11](=[O:27])[NH:10][C:9]3=2)[N:5]=[CH:4][CH:3]=1.[ClH:29].